From a dataset of Forward reaction prediction with 1.9M reactions from USPTO patents (1976-2016). Predict the product of the given reaction. Given the reactants [N:1]1[CH:6]=[CH:5][C:4]([NH:7][C:8](=[O:16])OC2C=CC=CC=2)=[CH:3][CH:2]=1.[C:17]([N:20]1[CH2:25][CH2:24][NH:23][CH2:22][CH2:21]1)(=[O:19])[CH3:18], predict the reaction product. The product is: [C:17]([N:20]1[CH2:25][CH2:24][N:23]([C:8]([NH:7][C:4]2[CH:3]=[CH:2][N:1]=[CH:6][CH:5]=2)=[O:16])[CH2:22][CH2:21]1)(=[O:19])[CH3:18].